From a dataset of Full USPTO retrosynthesis dataset with 1.9M reactions from patents (1976-2016). Predict the reactants needed to synthesize the given product. Given the product [CH3:1][O:2][CH2:3][C:4]1[S:5][C:6]2[CH:12]=[C:11]([N+:13]([O-:15])=[O:14])[CH:10]=[CH:9][C:7]=2[N:8]=1, predict the reactants needed to synthesize it. The reactants are: [CH3:1][O:2][CH2:3][C:4]1[S:5][C:6]2[CH:12]=[CH:11][CH:10]=[CH:9][C:7]=2[N:8]=1.[N+:13]([O-])([OH:15])=[O:14].